This data is from M1 muscarinic receptor agonist screen with 61,833 compounds. The task is: Binary Classification. Given a drug SMILES string, predict its activity (active/inactive) in a high-throughput screening assay against a specified biological target. The drug is Fc1ccc(N2CCN(CC2)c2nc3c(nc2C(C(=O)NC2CCCCC2)C#N)cccc3)cc1. The result is 1 (active).